Dataset: Reaction yield outcomes from USPTO patents with 853,638 reactions. Task: Predict the reaction yield, written as a fraction of the theoretical maximum amount of product (1.0 means a 100% yield; for example, 0.34 means a 34% yield). (1) The reactants are [C:1]([CH:5]1[CH2:10][CH2:9][CH:8]([O:11][C:12]2[CH:13]=[C:14]3[C:19](=[CH:20][CH:21]=2)[CH:18]=[C:17]([CH:22]=O)[CH:16]=[CH:15]3)[CH2:7][CH2:6]1)([CH3:4])([CH3:3])[CH3:2].Cl.[CH2:25]([O:27][C:28](=[O:31])[CH2:29][NH2:30])[CH3:26].C(N(CC)CC)C.C(O[BH-](OC(=O)C)OC(=O)C)(=O)C.[Na+]. The catalyst is ClCCCl.ClCCl. The product is [CH2:25]([O:27][C:28](=[O:31])[CH2:29][NH:30][CH2:22][C:17]1[CH:16]=[CH:15][C:14]2[C:19](=[CH:20][CH:21]=[C:12]([O:11][C@H:8]3[CH2:9][CH2:10][C@H:5]([C:1]([CH3:4])([CH3:3])[CH3:2])[CH2:6][CH2:7]3)[CH:13]=2)[CH:18]=1)[CH3:26]. The yield is 0.550. (2) The reactants are [OH:1][NH:2][CH:3]([C@@H:6]([C:8]1[CH:13]=[CH:12][C:11]([NH:14][C:15]2[S:16][CH:17]=[C:18]([C:20]([F:23])([F:22])[F:21])[N:19]=2)=[CH:10][CH:9]=1)[CH3:7])[C:4]#[N:5].Cl.[NH2:25]O.C([O-])(=O)C.[Na+]. The catalyst is CCO. The product is [F:22][C:20]([F:23])([F:21])[C:18]1[N:19]=[C:15]([NH:14][C:11]2[CH:10]=[CH:9][C:8]([C@H:6]([C:3]3[C:4]([NH2:25])=[N:5][O:1][N:2]=3)[CH3:7])=[CH:13][CH:12]=2)[S:16][CH:17]=1. The yield is 0.750.